This data is from Full USPTO retrosynthesis dataset with 1.9M reactions from patents (1976-2016). The task is: Predict the reactants needed to synthesize the given product. (1) Given the product [CH3:11][O:10][C:1]([C:2]1[CH:8]=[CH:7][CH:6]=[CH:5][C:3]=1[NH:4][C:7]1[CH:8]=[CH:2][C:3]2[N:4]([C:25]([O:28][C:21]([CH3:22])([CH3:23])[CH3:24])=[O:26])[C:36]3[C:31]([C:37]=2[CH:6]=1)=[CH:32][CH:33]=[CH:34][CH:35]=3)=[O:9], predict the reactants needed to synthesize it. The reactants are: [C:1]([O:10][CH3:11])(=[O:9])[C:2]1[C:3](=[CH:5][CH:6]=[CH:7][CH:8]=1)[NH2:4].[C:21](P([C:21]([CH3:24])([CH3:23])[CH3:22])[C:21]([CH3:24])([CH3:23])[CH3:22])([CH3:24])([CH3:23])[CH3:22].[C:25]([O-:28])([O-])=[O:26].[Cs+].[Cs+].[C:31]1([CH3:37])[CH:36]=[CH:35][CH:34]=[CH:33][CH:32]=1. (2) The reactants are: [Cl:1][C:2]1[N:7]=[C:6](Cl)[C:5]([N+:9]([O-:11])=[O:10])=[CH:4][N:3]=1.[CH:12]1([NH2:17])[CH2:16][CH2:15][CH2:14][CH2:13]1. Given the product [Cl:1][C:2]1[N:7]=[C:6]([NH:17][CH:12]2[CH2:16][CH2:15][CH2:14][CH2:13]2)[C:5]([N+:9]([O-:11])=[O:10])=[CH:4][N:3]=1, predict the reactants needed to synthesize it. (3) Given the product [N+:1]([C:4]1[CH:19]=[CH:18][C:7]2[CH:8]=[CH:9][C:10]3[CH:17]=[CH:16][CH:15]=[CH:14][C:11]=3[N:12]([C:28](=[O:36])[CH2:29][CH2:30][CH2:31][C:32]([O:34][CH3:35])=[O:33])[CH2:13][C:6]=2[CH:5]=1)([O-:3])=[O:2], predict the reactants needed to synthesize it. The reactants are: [N+:1]([C:4]1[CH:19]=[CH:18][C:7]2[CH:8]=[CH:9][C:10]3[CH:17]=[CH:16][CH:15]=[CH:14][C:11]=3[NH:12][CH2:13][C:6]=2[CH:5]=1)([O-:3])=[O:2].CCN(CC)CC.Cl[C:28](=[O:36])[CH2:29][CH2:30][CH2:31][C:32]([O:34][CH3:35])=[O:33]. (4) Given the product [OH:21][C:7]1[C:8]2[N:14]=[C:13]([C:15]3[CH:16]=[CH:17][CH:18]=[CH:19][CH:20]=3)[S:12][C:9]=2[CH:10]=[N:11][C:6]=1[C:4]([NH:22][CH2:23][C:24]([OH:26])=[O:25])=[O:5], predict the reactants needed to synthesize it. The reactants are: C(O[C:4]([C:6]1[N:11]=[CH:10][C:9]2[S:12][C:13]([C:15]3[CH:20]=[CH:19][CH:18]=[CH:17][CH:16]=3)=[N:14][C:8]=2[C:7]=1[OH:21])=[O:5])C.[NH2:22][CH2:23][C:24]([OH:26])=[O:25]. (5) The reactants are: C([O:5][C:6]([CH:8]1[CH2:12][CH:11]([O:13][C:14]2[CH:19]=[C:18]([C:20]3[CH:25]=[CH:24][CH:23]=[CH:22][CH:21]=3)[N:17]=[C:16]([C:26]3[CH:31]=[CH:30][CH:29]=[CH:28][CH:27]=3)[N:15]=2)[CH2:10][CH:9]1[C:32](=[O:44])[NH:33][C:34]1([C:39]([O:41][CH2:42][CH3:43])=[O:40])[CH2:36][CH:35]1[CH:37]=[CH2:38])=[O:7])(C)(C)C.C([SiH](CC)CC)C.C(O)(C(F)(F)F)=O. Given the product [C:26]1([C:16]2[N:15]=[C:14]([O:13][CH:11]3[CH2:12][CH:8]([C:6]([OH:7])=[O:5])[CH:9]([C:32](=[O:44])[NH:33][C:34]4([C:39]([O:41][CH2:42][CH3:43])=[O:40])[CH2:36][CH:35]4[CH:37]=[CH2:38])[CH2:10]3)[CH:19]=[C:18]([C:20]3[CH:21]=[CH:22][CH:23]=[CH:24][CH:25]=3)[N:17]=2)[CH:31]=[CH:30][CH:29]=[CH:28][CH:27]=1, predict the reactants needed to synthesize it.